Dataset: Full USPTO retrosynthesis dataset with 1.9M reactions from patents (1976-2016). Task: Predict the reactants needed to synthesize the given product. (1) Given the product [CH3:2][C:3]1[C:4]([CH2:13][CH2:14][N:15]2[CH2:16][CH2:17][CH:18]([NH:21][C:30](=[O:31])[C:29]3[CH:33]=[CH:34][CH:35]=[C:27]([N:22]4[CH:26]=[N:25][N:24]=[N:23]4)[CH:28]=3)[CH2:19][CH2:20]2)=[CH:5][CH:6]=[C:7]2[C:11]=1[CH2:10][O:9][C:8]2=[O:12], predict the reactants needed to synthesize it. The reactants are: [Cl-].[CH3:2][C:3]1[C:11]2[CH2:10][O:9][C:8](=[O:12])[C:7]=2[CH:6]=[CH:5][C:4]=1[CH2:13][CH2:14][N:15]1[CH2:20][CH2:19][CH:18]([NH3+:21])[CH2:17][CH2:16]1.[N:22]1([C:27]2[CH:28]=[C:29]([CH:33]=[CH:34][CH:35]=2)[C:30](O)=[O:31])[CH:26]=[N:25][N:24]=[N:23]1. (2) Given the product [CH:1]([NH:4][C:5]([C:7]1[C:15]2[C:10](=[N:11][CH:12]=[C:13]([C:16]3[C:24]4[C:19](=[CH:20][C:21]([Cl:25])=[CH:22][CH:23]=4)[N:18]([CH3:26])[N:17]=3)[N:14]=2)[NH:9][CH:8]=1)=[O:6])([CH3:3])[CH3:2], predict the reactants needed to synthesize it. The reactants are: [CH:1]([NH:4][C:5]([C:7]1[C:15]2[C:10](=[N:11][CH:12]=[C:13]([C:16]3[C:24]4[C:19](=[CH:20][C:21]([Cl:25])=[CH:22][CH:23]=4)[N:18]([CH3:26])[N:17]=3)[N:14]=2)[N:9](COCC[Si](C)(C)C)[CH:8]=1)=[O:6])([CH3:3])[CH3:2].FC(F)(F)C(O)=O.C(N)CN.O.